This data is from Forward reaction prediction with 1.9M reactions from USPTO patents (1976-2016). The task is: Predict the product of the given reaction. (1) Given the reactants [CH2:1]([O:3][C:4](=[O:17])[CH:5]=[C:6]([O:8][C:9]1[CH:14]=[C:13]([F:15])[CH:12]=[CH:11][C:10]=1[F:16])[CH3:7])[CH3:2].[Br:18]N1C(=O)CCC1=O, predict the reaction product. The product is: [CH2:1]([O:3][C:4](=[O:17])[CH:5]=[C:6]([O:8][C:9]1[CH:14]=[C:13]([F:15])[CH:12]=[CH:11][C:10]=1[F:16])[CH2:7][Br:18])[CH3:2]. (2) Given the reactants [CH3:1][O:2][C:3]1[CH:4]=[C:5]([CH2:19][C:20]([OH:22])=O)[CH:6]=[CH:7][C:8]=1[NH:9][C:10]([NH:12][C:13]1[CH:18]=[CH:17][CH:16]=[CH:15][CH:14]=1)=[O:11].[NH:23]1[CH2:27][CH2:26][CH2:25][CH:24]1[CH:28]=[CH:29][C:30]1[CH:39]=[CH:38][C:33]([C:34]([O:36][CH3:37])=[O:35])=[CH:32][CH:31]=1.C(N=C=NCCCN(C)C)C.ON1C2C=CC=CC=2N=N1.Cl, predict the reaction product. The product is: [CH3:1][O:2][C:3]1[CH:4]=[C:5]([CH2:19][C:20]([N:23]2[CH2:27][CH2:26][CH2:25][CH:24]2[CH:28]=[CH:29][C:30]2[CH:39]=[CH:38][C:33]([C:34]([O:36][CH3:37])=[O:35])=[CH:32][CH:31]=2)=[O:22])[CH:6]=[CH:7][C:8]=1[NH:9][C:10]([NH:12][C:13]1[CH:14]=[CH:15][CH:16]=[CH:17][CH:18]=1)=[O:11]. (3) Given the reactants [N:1]([CH2:4][CH2:5][CH2:6][CH2:7][OH:8])=[N+:2]=[N-:3].C(N(CC)CC)C.[CH3:16][S:17](Cl)(=[O:19])=[O:18], predict the reaction product. The product is: [CH3:16][S:17]([O:8][CH2:7][CH2:6][CH2:5][CH2:4][N:1]=[N+:2]=[N-:3])(=[O:19])=[O:18]. (4) The product is: [Cl:26][C:23]1[CH:24]=[CH:25][C:20]([NH:19][C:15]2[N:14]=[C:13]([C:9]3[S:8][C:7]([NH:6][C:4](=[O:5])[CH2:3][CH2:2][NH:35][CH2:34][CH2:33][N:27]4[CH2:32][CH2:31][O:30][CH2:29][CH2:28]4)=[N:11][C:10]=3[CH3:12])[CH:18]=[CH:17][N:16]=2)=[CH:21][CH:22]=1. Given the reactants Br[CH2:2][CH2:3][C:4]([NH:6][C:7]1[S:8][C:9]([C:13]2[CH:18]=[CH:17][N:16]=[C:15]([NH:19][C:20]3[CH:25]=[CH:24][C:23]([Cl:26])=[CH:22][CH:21]=3)[N:14]=2)=[C:10]([CH3:12])[N:11]=1)=[O:5].[N:27]1([CH2:33][CH2:34][NH2:35])[CH2:32][CH2:31][O:30][CH2:29][CH2:28]1.NCCC(NC1SC(C2C=CN=C(NC3C=CC(Cl)=CC=3)N=2)=C(C)N=1)=O.ClCCN1CCOCC1, predict the reaction product. (5) Given the reactants [Cl:1][C:2]1[CH:3]=[C:4]([CH:17]=[C:18]([Cl:22])[C:19]=1[O:20]C)[C:5]([N:7]1[C:11]2[CH:12]=[CH:13][CH:14]=[CH:15][C:10]=2[S:9](=[O:16])[CH2:8]1)=[O:6].[Cl-].[Li+].Cl, predict the reaction product. The product is: [Cl:1][C:2]1[CH:3]=[C:4]([CH:17]=[C:18]([Cl:22])[C:19]=1[OH:20])[C:5]([N:7]1[C:11]2[CH:12]=[CH:13][CH:14]=[CH:15][C:10]=2[S:9](=[O:16])[CH2:8]1)=[O:6]. (6) Given the reactants [I:1][C:2]1[CH:3]=[N:4][N:5]([CH3:9])[C:6]=1[C:7]#[N:8].[N-:10]=[N+:11]=[N-:12].[Na+].[Cl-].[NH4+].N([O-])=O.[Na+].OS(O)(=O)=O, predict the reaction product. The product is: [I:1][C:2]1[CH:3]=[N:4][N:5]([CH3:9])[C:6]=1[C:7]1[N:10]=[N:11][NH:12][N:8]=1.